From a dataset of Full USPTO retrosynthesis dataset with 1.9M reactions from patents (1976-2016). Predict the reactants needed to synthesize the given product. (1) Given the product [CH2:1]([C:5]1[CH:6]=[CH:7][C:8]([C:11]#[C:12][C:13]2[CH:29]=[CH:28][C:16]([CH2:17][N:18]([CH2:30][C:32]3[CH:41]=[CH:40][C:35]([C:36]([O:38][CH3:39])=[O:37])=[CH:34][CH:33]=3)[CH2:19][CH2:20][C:21]3[CH:26]=[CH:25][C:24]([Cl:27])=[CH:23][CH:22]=3)=[CH:15][CH:14]=2)=[CH:9][CH:10]=1)[CH2:2][CH2:3][CH3:4], predict the reactants needed to synthesize it. The reactants are: [CH2:1]([C:5]1[CH:10]=[CH:9][C:8]([C:11]#[C:12][C:13]2[CH:29]=[CH:28][C:16]([CH2:17][NH:18][CH2:19][CH2:20][C:21]3[CH:26]=[CH:25][C:24]([Cl:27])=[CH:23][CH:22]=3)=[CH:15][CH:14]=2)=[CH:7][CH:6]=1)[CH2:2][CH2:3][CH3:4].[CH:30]([C:32]1[CH:41]=[CH:40][C:35]([C:36]([O:38][CH3:39])=[O:37])=[CH:34][CH:33]=1)=O.C(O[BH-](OC(=O)C)OC(=O)C)(=O)C.[Na+].O. (2) Given the product [CH:1]([C:4]1[N:5]=[C:6]([N:9]([CH2:18][C:19]2[CH:38]=[CH:37][C:22]([CH2:23][O:24][C:25]3[CH:30]=[CH:29][C:28]([CH2:31][CH2:32][C:33]([O:35][CH3:36])=[O:34])=[CH:27][CH:26]=3)=[CH:21][CH:20]=2)[CH2:10][CH2:11][CH:12]([CH3:14])[CH3:13])[S:7][CH:8]=1)([CH3:3])[CH3:2], predict the reactants needed to synthesize it. The reactants are: [CH:1]([C:4]1[N:5]=[C:6]([NH:9][CH2:10][CH2:11][CH:12]([CH3:14])[CH3:13])[S:7][CH:8]=1)([CH3:3])[CH3:2].[H-].[Na+].Cl[CH2:18][C:19]1[CH:38]=[CH:37][C:22]([CH2:23][O:24][C:25]2[CH:30]=[CH:29][C:28]([CH2:31][CH2:32][C:33]([O:35][CH3:36])=[O:34])=[CH:27][CH:26]=2)=[CH:21][CH:20]=1.Cl. (3) Given the product [NH2:25][C:14]1[N:13]=[C:12]([N:8]2[CH:7]([CH3:26])[CH2:6][C:5]3[C:10](=[CH:11][C:2]([C:35]4[CH:36]=[N:37][N:38]([CH2:40][CH2:41][C:42]#[N:43])[CH:39]=4)=[CH:3][CH:4]=3)[CH2:9]2)[CH:17]=[C:16]([N:18]2[CH2:19][CH2:20][N:21]([CH3:24])[CH2:22][CH2:23]2)[N:15]=1, predict the reactants needed to synthesize it. The reactants are: Br[C:2]1[CH:11]=[C:10]2[C:5]([CH2:6][CH:7]([CH3:26])[N:8]([C:12]3[CH:17]=[C:16]([N:18]4[CH2:23][CH2:22][N:21]([CH3:24])[CH2:20][CH2:19]4)[N:15]=[C:14]([NH2:25])[N:13]=3)[CH2:9]2)=[CH:4][CH:3]=1.CC1(C)C(C)(C)OB([C:35]2[CH:36]=[N:37][N:38]([CH2:40][CH2:41][C:42]#[N:43])[CH:39]=2)O1.C(=O)(O)[O-].[Na+].O1CCOCC1. (4) Given the product [O:1]=[C:2]([C:8]1[CH:13]=[CH:12][CH:11]=[CH:10][CH:9]=1)[CH2:3][CH2:4][C:5]([NH:16][C:20]1[CH:22]=[CH:8][CH:2]=[C:3]([CH2:4][CH2:22][C:20]2[C:21]3[CH2:13][CH2:12][CH2:11][CH2:10][C:9]=3[C:25](=[O:26])[NH:24][N:16]=2)[CH:21]=1)=[O:7], predict the reactants needed to synthesize it. The reactants are: [O:1]=[C:2]([C:8]1[CH:13]=[CH:12][CH:11]=[CH:10][CH:9]=1)[CH2:3][CH2:4][C:5]([OH:7])=O.CC[N:16]([CH:20]([CH3:22])[CH3:21])C(C)C.C[N:24](C)[CH:25]=[O:26]. (5) Given the product [C:20]([CH:8]([C:9]1([CH3:13])[CH2:12][O:11][CH2:10]1)[NH:7][S:5]([C:2]([CH3:1])([CH3:3])[CH3:4])=[O:6])#[N:21], predict the reactants needed to synthesize it. The reactants are: [CH3:1][C:2]([S:5](/[N:7]=[CH:8]/[C:9]1([CH3:13])[CH2:12][O:11][CH2:10]1)=[O:6])([CH3:4])[CH3:3].[F-].[Cs+].C[Si]([C:20]#[N:21])(C)C. (6) Given the product [F:1][C:2]1[CH:3]=[CH:4][C:5]([C:8]2[CH:9]=[CH:10][C:11]([O:14][C:15]([CH3:20])([CH3:19])[C:16]([N:49]3[CH2:53][CH2:52][C:51]4([C:57]5[CH:58]=[CH:59][CH:60]=[CH:61][C:56]=5[CH2:55][O:54]4)[CH2:50]3)=[O:18])=[CH:12][CH:13]=2)=[CH:6][CH:7]=1, predict the reactants needed to synthesize it. The reactants are: [F:1][C:2]1[CH:7]=[CH:6][C:5]([C:8]2[CH:13]=[CH:12][C:11]([O:14][C:15]([CH3:20])([CH3:19])[C:16]([OH:18])=O)=[CH:10][CH:9]=2)=[CH:4][CH:3]=1.CN([P+](ON1N=NC2C=CC=CC1=2)(N(C)C)N(C)C)C.F[P-](F)(F)(F)(F)F.Cl.[NH:49]1[CH2:53][CH2:52][C:51]2([C:57]3[CH:58]=[CH:59][CH:60]=[CH:61][C:56]=3[CH2:55][O:54]2)[CH2:50]1.C(N(CC)C(C)C)(C)C. (7) Given the product [Cl:1][C:2]1[CH:3]=[N:4][CH:5]=[C:6]([Cl:15])[C:7]=1[N:8]1[CH2:12][CH2:11][CH:10]([C:13]([NH2:14])=[O:16])[CH2:9]1, predict the reactants needed to synthesize it. The reactants are: [Cl:1][C:2]1[CH:3]=[N:4][CH:5]=[C:6]([Cl:15])[C:7]=1[N:8]1[CH2:12][CH2:11][CH:10]([C:13]#[N:14])[CH2:9]1.[OH-:16].[Na+].